This data is from Forward reaction prediction with 1.9M reactions from USPTO patents (1976-2016). The task is: Predict the product of the given reaction. (1) Given the reactants [CH3:1][N:2]1[C:7]([CH3:9])([CH3:8])[CH2:6][C:5](=[N:10][OH:11])[CH2:4][C:3]1([CH3:13])[CH3:12].C([O-])(=O)C.C([O-])(=O)C.C([O-])(=O)C.C([O-])(=O)C.[Pb+4].[CH3:31][C:32]([CH3:37])([CH3:36])[C:33]([OH:35])=[O:34], predict the reaction product. The product is: [C:33]([O:35][C:5]1([N:10]=[O:11])[CH2:6][C:7]([CH3:9])([CH3:8])[N:2]([CH3:1])[C:3]([CH3:13])([CH3:12])[CH2:4]1)(=[O:34])[C:32]([CH3:37])([CH3:36])[CH3:31]. (2) Given the reactants [C:1]([C:5]1[N:10]=[C:9]([O:11][CH2:12][CH3:13])[C:8]([C:14]2[N:15]([C:35](Cl)=[O:36])[C:16]([C:28]3[CH:33]=[CH:32][C:31]([Cl:34])=[CH:30][CH:29]=3)([CH3:27])[C:17]([C:20]3[CH:25]=[CH:24][C:23]([Cl:26])=[CH:22][CH:21]=3)([CH3:19])[N:18]=2)=[CH:7][N:6]=1)([CH3:4])([CH3:3])[CH3:2].[OH:38][CH2:39][CH:40]1[CH2:45][CH2:44][CH2:43][NH:42][CH2:41]1, predict the reaction product. The product is: [C:1]([C:5]1[N:10]=[C:9]([O:11][CH2:12][CH3:13])[C:8]([C:14]2[N:15]([C:35]([N:42]3[CH2:43][CH2:44][CH2:45][CH:40]([CH2:39][OH:38])[CH2:41]3)=[O:36])[C:16]([C:28]3[CH:29]=[CH:30][C:31]([Cl:34])=[CH:32][CH:33]=3)([CH3:27])[C:17]([C:20]3[CH:25]=[CH:24][C:23]([Cl:26])=[CH:22][CH:21]=3)([CH3:19])[N:18]=2)=[CH:7][N:6]=1)([CH3:2])([CH3:3])[CH3:4]. (3) Given the reactants [NH2:1][CH:2]1[CH2:7][CH2:6][N:5]([C:8]([O:10][C:11]([CH3:14])([CH3:13])[CH3:12])=[O:9])[CH2:4][CH2:3]1.[Cl:15][C:16]1[N:21]=[C:20]([N:22]([C:24]2[CH:29]=[CH:28][N:27]=[C:26](F)[N:25]=2)[CH3:23])[CH:19]=[CH:18][N:17]=1.C(=O)([O-])[O-].[Cs+].[Cs+].O, predict the reaction product. The product is: [Cl:15][C:16]1[N:21]=[C:20]([N:22]([CH3:23])[C:24]2[CH:29]=[CH:28][N:27]=[C:26]([NH:1][CH:2]3[CH2:3][CH2:4][N:5]([C:8]([O:10][C:11]([CH3:14])([CH3:13])[CH3:12])=[O:9])[CH2:6][CH2:7]3)[N:25]=2)[CH:19]=[CH:18][N:17]=1. (4) Given the reactants [CH2:1]([O:3][C:4]1[CH:25]=[CH:24][CH:23]=[CH:22][C:5]=1[O:6][C@@H:7]1[CH2:12][CH2:11][CH2:10][N:9]([C:13]2[N:18]=[CH:17][C:16]([C:19](O)=[O:20])=[CH:15][N:14]=2)[CH2:8]1)[CH3:2].Cl.[NH2:27][CH2:28][C:29]1[CH:30]=[C:31]([CH:36]=[CH:37][C:38]=1[F:39])[C:32]([O:34]C)=[O:33].CN(C(ON1N=NC2C=CC=NC1=2)=[N+](C)C)C.F[P-](F)(F)(F)(F)F.[Li+].[OH-], predict the reaction product. The product is: [CH2:1]([O:3][C:4]1[CH:25]=[CH:24][CH:23]=[CH:22][C:5]=1[O:6][C@@H:7]1[CH2:12][CH2:11][CH2:10][N:9]([C:13]2[N:18]=[CH:17][C:16]([C:19]([NH:27][CH2:28][C:29]3[CH:30]=[C:31]([CH:36]=[CH:37][C:38]=3[F:39])[C:32]([OH:34])=[O:33])=[O:20])=[CH:15][N:14]=2)[CH2:8]1)[CH3:2]. (5) The product is: [C:18]([O:17][C@@H:10]([C:4]1[C:5]([CH3:9])=[N:6][C:7]([CH3:8])=[C:2]([C:45]2[CH:44]=[CH:43][C:42]([O:41][CH2:40][CH2:39][C:38]3[CH:37]=[CH:36][C:35]([F:34])=[CH:52][CH:51]=3)=[CH:47][CH:46]=2)[C:3]=1[N:22]1[CH2:23][CH2:24][CH:25]([C:28]2[CH:29]=[CH:30][CH:31]=[CH:32][CH:33]=2)[CH2:26][CH2:27]1)[C:11]([O:13][CH:14]([CH3:15])[CH3:16])=[O:12])([CH3:20])([CH3:19])[CH3:21]. Given the reactants Br[C:2]1[C:3]([N:22]2[CH2:27][CH2:26][CH:25]([C:28]3[CH:33]=[CH:32][CH:31]=[CH:30][CH:29]=3)[CH2:24][CH2:23]2)=[C:4]([C@H:10]([O:17][C:18]([CH3:21])([CH3:20])[CH3:19])[C:11]([O:13][CH:14]([CH3:16])[CH3:15])=[O:12])[C:5]([CH3:9])=[N:6][C:7]=1[CH3:8].[F:34][C:35]1[CH:52]=[CH:51][C:38]([CH2:39][CH2:40][O:41][C:42]2[CH:47]=[CH:46][C:45](B(O)O)=[CH:44][CH:43]=2)=[CH:37][CH:36]=1.C(=O)([O-])[O-].[Na+].[Na+], predict the reaction product. (6) Given the reactants [S:1]1[CH:5]=[CH:4][CH:3]=[C:2]1[CH:6]=O.[CH3:8][O:9][CH2:10][CH2:11][NH2:12].[C:13]1(=[O:24])[O:19][C:17](=O)[C:16]2=[CH:20][CH:21]=[CH:22][CH:23]=[C:15]2[CH2:14]1.[CH2:25]([C:32]1[CH:38]=[CH:37][C:35]([NH2:36])=[CH:34][CH:33]=1)[C:26]1[CH:31]=[CH:30][CH:29]=[CH:28][CH:27]=1, predict the reaction product. The product is: [CH2:25]([C:32]1[CH:33]=[CH:34][C:35]([NH:36][C:13]([CH:14]2[C:15]3[C:16](=[CH:20][CH:21]=[CH:22][CH:23]=3)[C:17](=[O:19])[N:12]([CH2:11][CH2:10][O:9][CH3:8])[CH:6]2[C:2]2[S:1][CH:5]=[CH:4][CH:3]=2)=[O:24])=[CH:37][CH:38]=1)[C:26]1[CH:27]=[CH:28][CH:29]=[CH:30][CH:31]=1. (7) The product is: [NH2:1][C:2]1[CH:3]=[C:4]([CH:17]=[CH:18][C:19]=1[Cl:20])[C:5]([NH:26][CH2:25][C:24]1[CH:27]=[CH:28][CH:29]=[C:22]([F:21])[CH:23]=1)=[O:7]. Given the reactants [NH2:1][C:2]1[CH:3]=[C:4]([CH:17]=[CH:18][C:19]=1[Cl:20])[C:5]([O:7]N1C2C=CC=CC=2N=N1)=O.[F:21][C:22]1[CH:23]=[C:24]([CH:27]=[CH:28][CH:29]=1)[CH2:25][NH2:26].C(N(CC)CC)C.CN(C)C=O, predict the reaction product. (8) Given the reactants [CH2:1]([S:5][C:6]1[N:14]=[C:13]2[C:9]([N:10]=[CH:11][N:12]2[C@@H:15]2[O:27][C@H:26]([CH2:28][O:29]C(=O)C)[C@@H:21]([O:22]C(=O)C)[C@H:16]2[O:17]C(=O)C)=[C:8](Cl)[N:7]=1)[CH2:2][CH2:3][CH3:4].[O:34]([C:36]1[CH:41]=[CH:40][C:39]([CH2:42][CH2:43][NH2:44])=[CH:38][CH:37]=1)[CH3:35], predict the reaction product. The product is: [CH2:1]([S:5][C:6]1[N:14]=[C:13]2[C:9]([N:10]=[CH:11][N:12]2[C@@H:15]2[O:27][C@H:26]([CH2:28][OH:29])[C@@H:21]([OH:22])[C@H:16]2[OH:17])=[C:8]([NH:44][CH2:43][CH2:42][C:39]2[CH:40]=[CH:41][C:36]([O:34][CH3:35])=[CH:37][CH:38]=2)[N:7]=1)[CH2:2][CH2:3][CH3:4]. (9) Given the reactants C([O:4][C@@H:5]1[C@@H:13]([CH2:14][O:15]C(=O)C)[O:12][CH:11]2[CH:7]([N:8]=[C:9]([NH:19][CH2:20][CH:21]=[CH2:22])[S:10]2)[C@H:6]1[O:23]C(=O)C)(=O)C.C([O-])([O-])=O.[K+].[K+], predict the reaction product. The product is: [CH2:20]([NH:19][C:9]1[S:10][CH:11]2[O:12][C@H:13]([CH2:14][OH:15])[C@@H:5]([OH:4])[C@H:6]([OH:23])[CH:7]2[N:8]=1)[CH:21]=[CH2:22].